The task is: Predict the product of the given reaction.. This data is from Forward reaction prediction with 1.9M reactions from USPTO patents (1976-2016). (1) Given the reactants [N+:1]([C:4]1[CH:5]=[C:6]([CH:19]=[CH:20][CH:21]=1)[CH2:7][CH:8](C(OCC)=O)[C:9]([O:11][CH2:12][CH3:13])=[O:10])([O-:3])=[O:2].[Cl-].[Li+].O, predict the reaction product. The product is: [N+:1]([C:4]1[CH:5]=[C:6]([CH2:7][CH2:8][C:9]([O:11][CH2:12][CH3:13])=[O:10])[CH:19]=[CH:20][CH:21]=1)([O-:3])=[O:2]. (2) Given the reactants [CH3:1][C:2]1[C:6]([CH2:7][O:8][C:9]2[CH:14]=[CH:13][C:12]([CH2:15][C:16]([O:18]C)=[O:17])=[CH:11][CH:10]=2)=[C:5]([CH3:20])[O:4][N:3]=1.[OH-].[Na+], predict the reaction product. The product is: [CH3:1][C:2]1[C:6]([CH2:7][O:8][C:9]2[CH:14]=[CH:13][C:12]([CH2:15][C:16]([OH:18])=[O:17])=[CH:11][CH:10]=2)=[C:5]([CH3:20])[O:4][N:3]=1. (3) Given the reactants [NH:1]1[C:9]2[C:4](=[CH:5][CH:6]=[CH:7][CH:8]=2)[C:3]2([CH2:13][O:12][C:11]3[CH:14]=[C:15]4[C:19](=[CH:20][C:10]2=3)[CH2:18][CH2:17][O:16]4)[C:2]1=[O:21].CC1C2C=C3C4(C5C(=CC=CC=5)NC4=O)COC3=CC=2ON=1.Cl[CH2:45][C:46]1[N:51]=[CH:50][CH:49]=[CH:48][N:47]=1.BrCC1OC(C(F)(F)F)=CC=1, predict the reaction product. The product is: [N:47]1[CH:48]=[CH:49][CH:50]=[N:51][C:46]=1[CH2:45][N:1]1[C:9]2[C:4](=[CH:5][CH:6]=[CH:7][CH:8]=2)[C:3]2([CH2:13][O:12][C:11]3[CH:14]=[C:15]4[C:19](=[CH:20][C:10]2=3)[CH2:18][CH2:17][O:16]4)[C:2]1=[O:21].